Dataset: Reaction yield outcomes from USPTO patents with 853,638 reactions. Task: Predict the reaction yield, written as a fraction of the theoretical maximum amount of product (1.0 means a 100% yield; for example, 0.34 means a 34% yield). The product is [C:27]([OH:30])(=[O:29])[CH3:28].[CH3:1][C:2]1[C:9]([C:10]2[S:11][C:12]([C:21]3[NH:23][CH:36]=[N:34][N:25]=3)=[C:13]([C:15]3[CH:20]=[CH:19][CH:18]=[CH:17][CH:16]=3)[N:14]=2)=[C:5]2[S:6][CH:7]=[CH:8][N:4]2[N:3]=1. No catalyst specified. The yield is 0.330. The reactants are [CH3:1][C:2]1[C:9]([C:10]2[S:11][C:12]([C:21]([NH2:23])=O)=[C:13]([C:15]3[CH:20]=[CH:19][CH:18]=[CH:17][CH:16]=3)[N:14]=2)=[C:5]2[S:6][CH:7]=[CH:8][N:4]2[N:3]=1.O.[NH2:25]N.[C:27]([OH:30])(=[O:29])[CH3:28].COC(OC)[N:34]([CH3:36])C.